From a dataset of Full USPTO retrosynthesis dataset with 1.9M reactions from patents (1976-2016). Predict the reactants needed to synthesize the given product. (1) Given the product [Br:1][C:2]1[CH:3]=[CH:4][C:5]([F:12])=[C:6]([CH2:8][C:9]([Cl:15])=[O:10])[CH:7]=1, predict the reactants needed to synthesize it. The reactants are: [Br:1][C:2]1[CH:3]=[CH:4][C:5]([F:12])=[C:6]([CH2:8][C:9](O)=[O:10])[CH:7]=1.S(Cl)([Cl:15])=O.CN(C)C=O.CO. (2) Given the product [O:16]=[C:12]1[NH:11][C:10]2[C:17]3[C:22]([CH:23]=[CH:24][C:9]=2[N:8]([C:5]2[CH:6]=[CH:7][C:2]([NH:1][S:31]([C:25]4[CH:30]=[CH:29][CH:28]=[CH:27][CH:26]=4)(=[O:33])=[O:32])=[CH:3][CH:4]=2)[C:14](=[O:15])[CH2:13]1)=[CH:21][CH:20]=[CH:19][CH:18]=3, predict the reactants needed to synthesize it. The reactants are: [NH2:1][C:2]1[CH:7]=[CH:6][C:5]([N:8]2[C:14](=[O:15])[CH2:13][C:12](=[O:16])[NH:11][C:10]3[C:17]4[C:22]([CH:23]=[CH:24][C:9]2=3)=[CH:21][CH:20]=[CH:19][CH:18]=4)=[CH:4][CH:3]=1.[C:25]1([S:31](Cl)(=[O:33])=[O:32])[CH:30]=[CH:29][CH:28]=[CH:27][CH:26]=1. (3) Given the product [Cl:1][C:2]1[CH:3]=[C:4]([F:28])[CH:5]=[C:6]2[C:14]=1[NH:13][C:12]1[C:11]([C:20]([F:22])([F:23])[F:21])([OH:15])[CH:10]([C:24]([F:27])([F:25])[F:26])[CH2:9][CH2:8][C:7]2=1, predict the reactants needed to synthesize it. The reactants are: [Cl:1][C:2]1[CH:3]=[C:4]([F:28])[CH:5]=[C:6]2[C:14]=1[NH:13][C:12]1[C:11]([C:20]([F:23])([F:22])[F:21])([O:15][Si](C)(C)C)[CH:10]([C:24]([F:27])([F:26])[F:25])[CH2:9][CH2:8][C:7]2=1.[OH-].[K+]. (4) Given the product [CH2:1]([O:8][C:9]1[C:29]([O:30][CH3:31])=[CH:28][C:12]2[C:13]3[N:18]([CH:19]([CH3:21])[CH2:20][C:11]=2[CH:10]=1)[CH:17]=[C:16]([C:22]([OH:24])=[O:23])[C:15](=[O:27])[CH:14]=3)[C:2]1[CH:7]=[CH:6][CH:5]=[CH:4][CH:3]=1, predict the reactants needed to synthesize it. The reactants are: [CH2:1]([O:8][C:9]1[C:29]([O:30][CH3:31])=[CH:28][C:12]2[C:13]3[N:18]([CH:19]([CH3:21])[CH2:20][C:11]=2[CH:10]=1)[CH:17]=[C:16]([C:22]([O:24]CC)=[O:23])[C:15](=[O:27])[CH:14]=3)[C:2]1[CH:7]=[CH:6][CH:5]=[CH:4][CH:3]=1.[OH-].[Na+].Cl. (5) Given the product [Cl:26][C:27]([Cl:32])([Cl:31])[C:28]([C:6]1[C:5]2[C:9](=[CH:10][C:2]([Cl:1])=[C:3]([C:11]3[CH:16]=[CH:15][C:14]([O:17][CH2:18][CH3:19])=[CH:13][CH:12]=3)[CH:4]=2)[NH:8][CH:7]=1)=[O:29], predict the reactants needed to synthesize it. The reactants are: [Cl:1][C:2]1[CH:10]=[C:9]2[C:5]([CH:6]=[CH:7][NH:8]2)=[CH:4][C:3]=1[C:11]1[CH:16]=[CH:15][C:14]([O:17][CH2:18][CH3:19])=[CH:13][CH:12]=1.N1C=CC=CC=1.[Cl:26][C:27]([Cl:32])([Cl:31])[C:28](Cl)=[O:29].Cl. (6) Given the product [Cl-:22].[C:16]([N+:1]1[C:19]([CH3:20])=[C:15]([NH:14][CH:8]2[CH2:13][CH2:12][CH2:11][CH2:10][CH2:9]2)[N:3]2[CH:4]=[CH:5][CH:6]=[N:7][C:2]=12)(=[O:18])[CH3:17], predict the reactants needed to synthesize it. The reactants are: [NH2:1][C:2]1[N:7]=[CH:6][CH:5]=[CH:4][N:3]=1.[CH:8]1([N+:14]#[C-:15])[CH2:13][CH2:12][CH2:11][CH2:10][CH2:9]1.[CH:16](=[O:18])[CH3:17].[C:19]([Cl:22])(=O)[CH3:20]. (7) Given the product [CH3:1][O:2][C:3](=[O:15])[CH2:4][O:5][C:6]1[CH:11]=[CH:10][C:9]([Cl:12])=[CH:8][C:7]=1/[CH:13]=[C:21]1\[C:22](=[O:26])[NH:23][C:24]2[C:20]\1=[CH:19][CH:18]=[C:17]([Cl:16])[CH:25]=2, predict the reactants needed to synthesize it. The reactants are: [CH3:1][O:2][C:3](=[O:15])[CH2:4][O:5][C:6]1[CH:11]=[CH:10][C:9]([Cl:12])=[CH:8][C:7]=1[CH:13]=O.[Cl:16][C:17]1[CH:25]=[C:24]2[C:20]([CH2:21][C:22](=[O:26])[NH:23]2)=[CH:19][CH:18]=1.N1CCCC1.